This data is from Catalyst prediction with 721,799 reactions and 888 catalyst types from USPTO. The task is: Predict which catalyst facilitates the given reaction. (1) Reactant: C(OC([N:8]1[C@@H:13]([C@@H:14]([O:29][CH2:30][C:31]2[CH:36]=[CH:35][CH:34]=[CH:33][CH:32]=2)[C@@H:15]([NH:25][C:26](=[O:28])[CH3:27])[CH2:16][C:17]2[CH:22]=[C:21]([F:23])[CH:20]=[C:19]([F:24])[CH:18]=2)[CH2:12][O:11][C@H:10]([O:37][CH2:38][CH2:39][CH2:40][CH:41]2[CH2:45][CH2:44][CH2:43][CH2:42]2)[CH2:9]1)=O)(C)(C)C.[F:46][C:47]([F:52])([F:51])[C:48]([OH:50])=[O:49]. Product: [F:46][C:47]([F:52])([F:51])[C:48]([OH:50])=[O:49].[CH2:30]([O:29][C@H:14]([C@H:13]1[CH2:12][O:11][C@H:10]([O:37][CH2:38][CH2:39][CH2:40][CH:41]2[CH2:42][CH2:43][CH2:44][CH2:45]2)[CH2:9][NH:8]1)[C@@H:15]([NH:25][C:26](=[O:28])[CH3:27])[CH2:16][C:17]1[CH:18]=[C:19]([F:24])[CH:20]=[C:21]([F:23])[CH:22]=1)[C:31]1[CH:36]=[CH:35][CH:34]=[CH:33][CH:32]=1. The catalyst class is: 4. (2) Reactant: C(OC([N:8]1[CH2:11][CH:10]([O:12][C:13]2[CH:18]=[C:17]([Cl:19])[CH:16]=[CH:15][C:14]=2[O:20][CH:21]2[CH2:29][C:28]3[C:23](=[CH:24][CH:25]=[CH:26][CH:27]=3)[C:22]2=[N:30][OH:31])[CH2:9]1)=O)(C)(C)C.C(O)(C(F)(F)F)=O. Product: [NH:8]1[CH2:11][CH:10]([O:12][C:13]2[CH:18]=[C:17]([Cl:19])[CH:16]=[CH:15][C:14]=2[O:20][CH:21]2[CH2:29][C:28]3[C:23](=[CH:24][CH:25]=[CH:26][CH:27]=3)[C:22]2=[N:30][OH:31])[CH2:9]1. The catalyst class is: 2. (3) Reactant: Br[C:2]1[CH:7]=[C:6]([O:8][CH:9]([O:11][CH2:12][CH3:13])[CH3:10])[CH:5]=[C:4]([F:14])[C:3]=1[CH2:15][O:16][CH:17]([O:19][CH2:20][CH3:21])[CH3:18].[B:22](OC(C)C)([O:27]C(C)C)[O:23]C(C)C.[Li]CCCC.Cl. Product: [CH2:12]([O:11][CH:9]([O:8][C:6]1[CH:5]=[C:4]([F:14])[C:3]([CH2:15][O:16][CH:17]([O:19][CH2:20][CH3:21])[CH3:18])=[C:2]([B:22]([OH:27])[OH:23])[CH:7]=1)[CH3:10])[CH3:13]. The catalyst class is: 49. (4) Reactant: C(Cl)(=O)C(Cl)=O.ClCCl.[CH:10]1([N:16]([CH:32]2[CH2:37][CH2:36][CH2:35][CH2:34][CH2:33]2)[C:17](=O)[N:18]([CH:25]2[CH2:30][CH2:29][CH2:28][CH2:27][CH2:26]2)[CH:19]2[CH2:24][CH2:23][CH2:22][CH2:21][CH2:20]2)[CH2:15][CH2:14][CH2:13][CH2:12][CH2:11]1.[NH3:38].CO. Product: [CH:10]1([N:16]([CH:32]2[CH2:37][CH2:36][CH2:35][CH2:34][CH2:33]2)[C:17]([N:18]([CH:25]2[CH2:30][CH2:29][CH2:28][CH2:27][CH2:26]2)[CH:19]2[CH2:24][CH2:23][CH2:22][CH2:21][CH2:20]2)=[NH:38])[CH2:15][CH2:14][CH2:13][CH2:12][CH2:11]1. The catalyst class is: 1.